From a dataset of NCI-60 drug combinations with 297,098 pairs across 59 cell lines. Regression. Given two drug SMILES strings and cell line genomic features, predict the synergy score measuring deviation from expected non-interaction effect. (1) Drug 1: CC1CCC2CC(C(=CC=CC=CC(CC(C(=O)C(C(C(=CC(C(=O)CC(OC(=O)C3CCCCN3C(=O)C(=O)C1(O2)O)C(C)CC4CCC(C(C4)OC)OCCO)C)C)O)OC)C)C)C)OC. Drug 2: CC12CCC3C(C1CCC2O)C(CC4=C3C=CC(=C4)O)CCCCCCCCCS(=O)CCCC(C(F)(F)F)(F)F. Cell line: NCIH23. Synergy scores: CSS=-1.53, Synergy_ZIP=0.800, Synergy_Bliss=0.991, Synergy_Loewe=-8.34, Synergy_HSA=-2.76. (2) Drug 1: CCCCCOC(=O)NC1=NC(=O)N(C=C1F)C2C(C(C(O2)C)O)O. Drug 2: C1=CC=C(C=C1)NC(=O)CCCCCCC(=O)NO. Cell line: SN12C. Synergy scores: CSS=3.18, Synergy_ZIP=-4.69, Synergy_Bliss=-2.90, Synergy_Loewe=-10.0, Synergy_HSA=-2.00.